This data is from hERG Central: cardiac toxicity at 1µM, 10µM, and general inhibition. The task is: Predict hERG channel inhibition at various concentrations. (1) Results: hERG_inhib (hERG inhibition (general)): blocker. The compound is O=c1c2[nH]c3ccc(F)cc3c2ncn1CCN1CCN(Cc2ccccc2)CC1. (2) The drug is COc1cccc(N2CCN(C(=O)C3CCCN(c4ncnc5c4nc4n5CCCCC4)C3)CC2)c1. Results: hERG_inhib (hERG inhibition (general)): blocker. (3) The molecule is CC1CCCCN1S(=O)(=O)c1ccc(C(=O)N(CCCN(C)C)c2nc3cc4c(cc3s2)OCO4)cc1.Cl. Results: hERG_inhib (hERG inhibition (general)): blocker. (4) Results: hERG_inhib (hERG inhibition (general)): blocker. The molecule is O=[N+]([O-])c1ccc2c(c1)OCCOCCOCCOCCOCCOCCO2. (5) The molecule is CN(C)c1ccc(C2SCCN2C(=O)c2ccc([N+](=O)[O-])cc2)cc1. Results: hERG_inhib (hERG inhibition (general)): blocker. (6) The drug is CC[C@]12CCCN3CCc4c(n(c5ccccc45)C(=O)C1)[C@@H]32. Results: hERG_inhib (hERG inhibition (general)): blocker. (7) Results: hERG_inhib (hERG inhibition (general)): blocker. The drug is COc1ccc(CN2CCN(c3cccc(C)c3C)CC2)cc1OC. (8) The compound is C=CCNc1nc(NCc2ccccc2)c(C#N)c2c1CN(C)CC2. Results: hERG_inhib (hERG inhibition (general)): blocker.